Dataset: Forward reaction prediction with 1.9M reactions from USPTO patents (1976-2016). Task: Predict the product of the given reaction. (1) The product is: [CH2:1]([O:3][C:4]([C:6]1[N:7]([CH2:12][C:13]2[CH:17]=[C:16]([C:18]3[S:19][C:20]([Cl:23])=[CH:21][CH:22]=3)[O:15][N:14]=2)[CH:8]=[CH:9][CH:10]=1)=[O:5])[CH3:2]. Given the reactants [CH2:1]([O:3][C:4]([C:6]1[NH:7][CH:8]=[CH:9][CH:10]=1)=[O:5])[CH3:2].Br[CH2:12][C:13]1[CH:17]=[C:16]([C:18]2[S:19][C:20]([Cl:23])=[CH:21][CH:22]=2)[O:15][N:14]=1.C([O-])([O-])=O.[Cs+].[Cs+], predict the reaction product. (2) Given the reactants [CH3:1][NH:2][C:3]([C:5]1[C:6]2[C:7](=[O:27])[C@H:8]([OH:26])[C@@H:9]([C:20]3[CH:25]=[CH:24][CH:23]=[CH:22][CH:21]=3)[NH:10][C:11]=2[C:12]2[N:17]=[C:16]([CH3:18])[N:15]([CH3:19])[C:13]=2[CH:14]=1)=[O:4].[BH4-].[Na+], predict the reaction product. The product is: [CH3:1][NH:2][C:3]([C:5]1[C:6]2[C@@H:7]([OH:27])[C@H:8]([OH:26])[C@@H:9]([C:20]3[CH:25]=[CH:24][CH:23]=[CH:22][CH:21]=3)[NH:10][C:11]=2[C:12]2[N:17]=[C:16]([CH3:18])[N:15]([CH3:19])[C:13]=2[CH:14]=1)=[O:4]. (3) Given the reactants [CH2:1]([C:3]1[C:7]([C:8]([O:10]CC2C=CC=CC=2)=[O:9])=[C:6]([CH:18]=[O:19])[NH:5][C:4]=1[C:20]([O:22][C:23]([CH3:26])([CH3:25])[CH3:24])=[O:21])[CH3:2].C1CC=CCC=1, predict the reaction product. The product is: [C:23]([O:22][C:20]([C:4]1[NH:5][C:6]([CH:18]=[O:19])=[C:7]([C:8]([OH:10])=[O:9])[C:3]=1[CH2:1][CH3:2])=[O:21])([CH3:26])([CH3:25])[CH3:24]. (4) Given the reactants [CH3:1][O:2][C:3]1[CH:4]=[C:5]([CH:24]=[C:25]([O:27][CH3:28])[CH:26]=1)[CH2:6][NH:7][C@@H:8]([CH3:23])[C@@H:9]([C:11]1[CH:12]=[CH:13][C:14]([OH:22])=[C:15]([NH:17][S:18]([CH3:21])(=[O:20])=[O:19])[CH:16]=1)[OH:10].[ClH:29].O1CCOCC1, predict the reaction product. The product is: [ClH:29].[CH3:1][O:2][C:3]1[CH:4]=[C:5]([CH:24]=[C:25]([O:27][CH3:28])[CH:26]=1)[CH2:6][NH:7][C@@H:8]([CH3:23])[C@@H:9]([C:11]1[CH:12]=[CH:13][C:14]([OH:22])=[C:15]([NH:17][S:18]([CH3:21])(=[O:20])=[O:19])[CH:16]=1)[OH:10]. (5) The product is: [Cl:17][C:18]1[CH:26]=[C:25]2[C:21]([CH2:22][C:23](=[O:27])[NH:24]2)=[CH:20][C:19]=1[C:2]1[CH:16]=[CH:15][C:5]([CH2:6][C:7]2[CH:12]=[CH:11][CH:10]=[CH:9][C:8]=2[O:13][CH3:14])=[CH:4][CH:3]=1. Given the reactants Br[C:2]1[CH:16]=[CH:15][C:5]([CH2:6][C:7]2[CH:12]=[CH:11][CH:10]=[CH:9][C:8]=2[O:13][CH3:14])=[CH:4][CH:3]=1.[Cl:17][C:18]1[CH:26]=[C:25]2[C:21]([CH2:22][C:23](=[O:27])[NH:24]2)=[CH:20][C:19]=1B1OC(C)(C)C(C)(C)O1.[O-]P([O-])([O-])=O.[K+].[K+].[K+], predict the reaction product. (6) Given the reactants [F:1][C:2]([F:23])([F:22])[C:3]([NH:5][C:6]1[CH:11]=[CH:10][C:9]([C:12]([OH:21])([C:17]([F:20])([F:19])[F:18])[C:13]([F:16])([F:15])[F:14])=[CH:8][CH:7]=1)=O.B.C1COCC1.[NH4+].[Cl-].CCOCC, predict the reaction product. The product is: [F:14][C:13]([F:15])([F:16])[C:12]([C:9]1[CH:8]=[CH:7][C:6]([NH:5][CH2:3][C:2]([F:1])([F:23])[F:22])=[CH:11][CH:10]=1)([OH:21])[C:17]([F:20])([F:19])[F:18]. (7) Given the reactants C([N:4]1[C:9]2=[CH:10][CH:11]=[C:12]3[C:17]([N:16]=[C:15]([CH:18]([CH3:20])[CH3:19])[N:14]([C:21]4[CH:26]=[CH:25][C:24]([Cl:27])=[CH:23][CH:22]=4)[C:13]3=[O:28])=[C:8]2[C:7](=[O:29])[CH2:6][CH2:5]1)(=O)C.[OH-].[K+], predict the reaction product. The product is: [Cl:27][C:24]1[CH:25]=[CH:26][C:21]([N:14]2[C:13](=[O:28])[C:12]3[C:17](=[C:8]4[C:7](=[O:29])[CH2:6][CH2:5][NH:4][C:9]4=[CH:10][CH:11]=3)[N:16]=[C:15]2[CH:18]([CH3:20])[CH3:19])=[CH:22][CH:23]=1.